Task: Predict which catalyst facilitates the given reaction.. Dataset: Catalyst prediction with 721,799 reactions and 888 catalyst types from USPTO (1) Reactant: [CH3:1][O:2][C:3]1[CH:8]=[C:7]([CH3:9])[CH:6]=[C:5]([C:10]2[C:11]([OH:18])=[C:12]([CH3:17])[CH:13]=[C:14]([CH3:16])[CH:15]=2)[C:4]=1[OH:19].[CH2:20]([Li])[CH2:21][CH2:22][CH3:23].Cl[P:26]1[O:30][C:29]([C:37]2[CH:42]=[CH:41][CH:40]=[CH:39][CH:38]=2)([C:31]2[CH:36]=[CH:35][CH:34]=[CH:33][CH:32]=2)[C:28]([C:49]2[CH:54]=[CH:53][CH:52]=[CH:51][CH:50]=2)([C:43]2[CH:48]=[CH:47][CH:46]=[CH:45][CH:44]=2)[O:27]1. Product: [CH3:1][O:2][C:3]1[C:4]([O:19][P:26]2[O:30][C:29]([C:37]3[CH:42]=[CH:41][CH:40]=[CH:39][CH:38]=3)([C:31]3[CH:36]=[CH:35][CH:34]=[CH:33][CH:32]=3)[C:28]([C:49]3[CH:54]=[CH:53][CH:52]=[CH:51][CH:50]=3)([C:43]3[CH:48]=[CH:47][CH:46]=[CH:45][CH:44]=3)[O:27]2)=[C:5]([C:10]2[CH:15]=[C:14]([CH3:16])[CH:13]=[C:12]([CH3:17])[C:11]=2[O:18][P:26]2[O:30][C:22]([C:37]3[CH:42]=[CH:41][CH:40]=[CH:39][CH:38]=3)([C:21]3[CH:20]=[CH:29][CH:28]=[CH:49][CH:50]=3)[C:23]([C:36]3[CH:31]=[CH:32][CH:33]=[CH:34][CH:35]=3)([C:43]3[CH:48]=[CH:47][CH:46]=[CH:45][CH:44]=3)[O:27]2)[CH:6]=[C:7]([CH3:9])[CH:8]=1. The catalyst class is: 134. (2) Product: [CH3:15][C@H:4]1[C@H:3]([CH3:16])[C@@H:2]([NH:1][C:18]2[CH:23]=[CH:22][CH:21]=[CH:20][N:19]=2)[C:11]2[C:6](=[CH:7][CH:8]=[CH:9][CH:10]=2)[N:5]1[C:12](=[O:14])[CH3:13]. The catalyst class is: 102. Reactant: [NH2:1][C@H:2]1[C:11]2[C:6](=[CH:7][CH:8]=[CH:9][CH:10]=2)[N:5]([C:12](=[O:14])[CH3:13])[C@@H:4]([CH3:15])[C@@H:3]1[CH3:16].Cl[C:18]1[CH:23]=[CH:22][CH:21]=[CH:20][N:19]=1.CC(C)([O-])C.[Na+].CN(C1C(C2C(P(C3CCCCC3)C3CCCCC3)=CC=CC=2)=CC=CC=1)C. (3) Product: [CH:1]1([N:4]2[C:13]3[C:8](=[CH:9][CH:10]=[CH:11][CH:12]=3)[N:7]([C:14]([C:16]3[CH:17]=[N:18][CH:19]=[CH:20][C:21]=3[O:22][C:23]3[CH:28]=[C:27]([Cl:29])[C:26]([O:30][CH2:35][CH2:36][OH:37])=[CH:25][C:24]=3[Cl:31])=[O:15])[CH2:6][CH2:5]2)[CH2:2][CH2:3]1. Reactant: [CH:1]1([N:4]2[C:13]3[C:8](=[CH:9][CH:10]=[CH:11][CH:12]=3)[N:7]([C:14]([C:16]3[CH:17]=[N:18][CH:19]=[CH:20][C:21]=3[O:22][C:23]3[CH:28]=[C:27]([Cl:29])[C:26]([OH:30])=[CH:25][C:24]=3[Cl:31])=[O:15])[CH2:6][CH2:5]2)[CH2:3][CH2:2]1.[H-].[Na+].Br[CH2:35][CH2:36][OH:37]. The catalyst class is: 9. (4) Reactant: [CH2:1]([C@H:8]([NH:39]C(=O)OC(C)(C)C)[C@@H:9]([OH:38])[CH2:10][C@@H:11]([NH:25][C:26](=[O:37])[C@@H:27]([NH:32][C:33]([O:35][CH3:36])=[O:34])[C:28]([CH3:31])([CH3:30])[CH3:29])[CH2:12][C:13]1[CH:18]=[CH:17][C:16]([C:19]2[CH:24]=[CH:23][CH:22]=[CH:21][N:20]=2)=[CH:15][CH:14]=1)[C:2]1[CH:7]=[CH:6][CH:5]=[CH:4][CH:3]=1.FC(F)(F)C(O)=O. Product: [NH2:39][C@@H:8]([CH2:1][C:2]1[CH:3]=[CH:4][CH:5]=[CH:6][CH:7]=1)[C@@H:9]([OH:38])[CH2:10][C@@H:11]([NH:25][C:26]([C@@H:27]([NH:32][C:33](=[O:34])[O:35][CH3:36])[C:28]([CH3:31])([CH3:30])[CH3:29])=[O:37])[CH2:12][C:13]1[CH:18]=[CH:17][C:16]([C:19]2[CH:24]=[CH:23][CH:22]=[CH:21][N:20]=2)=[CH:15][CH:14]=1. The catalyst class is: 4. (5) Reactant: [CH3:1][N:2]([CH2:4][CH2:5][N:6]1[C:20](=[O:21])[C:15]2=[CH:16][C:17]([NH2:19])=[CH:18][C:13]3[C:14]2=[C:9]([CH:10]=[CH:11][CH:12]=3)[C:7]1=[O:8])[CH3:3].[F:22][C:23]([F:35])([F:34])[O:24][C:25]1[CH:30]=[CH:29][C:28]([N:31]=[C:32]=[O:33])=[CH:27][CH:26]=1. Product: [CH3:3][N:2]([CH3:1])[CH2:4][CH2:5][N:6]1[C:20](=[O:21])[C:15]2[CH:16]=[C:17]([NH:19][C:32]([NH:31][C:28]3[CH:29]=[CH:30][C:25]([O:24][C:23]([F:22])([F:34])[F:35])=[CH:26][CH:27]=3)=[O:33])[CH:18]=[C:13]3[C:14]=2[C:9](=[CH:10][CH:11]=[CH:12]3)[C:7]1=[O:8]. The catalyst class is: 10. (6) Reactant: [CH2:1]([O:3][C:4]([C:6]1[C:15](=[O:16])[C:14]2[C:9](=[CH:10][CH:11]=[C:12](I)[CH:13]=2)[N:8]([CH:18]2[CH2:20][CH2:19]2)[CH:7]=1)=[O:5])[CH3:2].[C:21]([O:25][C:26]([NH:28][CH2:29][C:30]#[CH:31])=[O:27])([CH3:24])([CH3:23])[CH3:22]. Product: [CH2:1]([O:3][C:4]([C:6]1[C:15](=[O:16])[C:14]2[C:9](=[CH:10][CH:11]=[C:12]([C:31]#[C:30][CH2:29][NH:28][C:26]([O:25][C:21]([CH3:24])([CH3:23])[CH3:22])=[O:27])[CH:13]=2)[N:8]([CH:18]2[CH2:20][CH2:19]2)[CH:7]=1)=[O:5])[CH3:2]. The catalyst class is: 10. (7) Reactant: [CH2:1]([O:3][C:4]([C:6]1[C:11]([NH:12][C:13]2[CH:18]=[CH:17][C:16]([CH3:19])=[CH:15][C:14]=2[F:20])=[C:10]([CH3:21])[C:9](=[O:22])[N:8]([CH3:23])[C:7]=1[CH3:24])=[O:5])[CH3:2].[Br:25]N1C(=O)CCC1=O. Product: [CH2:1]([O:3][C:4]([C:6]1[C:11]([NH:12][C:13]2[CH:18]=[CH:17][C:16]([CH3:19])=[CH:15][C:14]=2[F:20])=[C:10]([CH3:21])[C:9](=[O:22])[N:8]([CH3:23])[C:7]=1[CH2:24][Br:25])=[O:5])[CH3:2]. The catalyst class is: 31. (8) Reactant: [CH3:1][CH:2]1[CH2:6][CH2:5][CH2:4][N:3]1[C:7]1[N:12]=[C:11]([NH:13][C:14]2[C:15]3[N:16]([N:30]=[CH:31][N:32]=3)[CH:17]=[C:18]([C:20]3[CH:29]=[CH:28][C:23]([C:24]([O:26]C)=[O:25])=[CH:22][CH:21]=3)[CH:19]=2)[CH:10]=[CH:9][CH:8]=1.[OH-].[Na+].Cl. Product: [CH3:1][CH:2]1[CH2:6][CH2:5][CH2:4][N:3]1[C:7]1[N:12]=[C:11]([NH:13][C:14]2[C:15]3[N:16]([N:30]=[CH:31][N:32]=3)[CH:17]=[C:18]([C:20]3[CH:29]=[CH:28][C:23]([C:24]([OH:26])=[O:25])=[CH:22][CH:21]=3)[CH:19]=2)[CH:10]=[CH:9][CH:8]=1. The catalyst class is: 200. (9) Reactant: C[O:2][C:3](=[O:23])[CH2:4][C:5]1[C:13]2[C:8](=[N:9][CH:10]=[CH:11][CH:12]=2)[N:7]([CH2:14][C:15]2[CH:20]=[CH:19][C:18]([Cl:21])=[C:17]([Cl:22])[CH:16]=2)[CH:6]=1.[OH-].[Na+]. Product: [Cl:22][C:17]1[CH:16]=[C:15]([CH:20]=[CH:19][C:18]=1[Cl:21])[CH2:14][N:7]1[C:8]2=[N:9][CH:10]=[CH:11][CH:12]=[C:13]2[C:5]([CH2:4][C:3]([OH:23])=[O:2])=[CH:6]1. The catalyst class is: 5.